From a dataset of Reaction yield outcomes from USPTO patents with 853,638 reactions. Predict the reaction yield, written as a fraction of the theoretical maximum amount of product (1.0 means a 100% yield; for example, 0.34 means a 34% yield). (1) The reactants are [F:1][C:2]1[C:3](=[O:18])[N:4]([CH3:17])[CH:5]=[C:6](B2OC(C)(C)C(C)(C)O2)[CH:7]=1.Br[C:20]1[CH:34]=[C:33]([S:35]([CH3:38])(=[O:37])=[O:36])[CH:32]=[CH:31][C:21]=1[O:22][C:23]1[CH:28]=[CH:27][C:26]([F:29])=[CH:25][C:24]=1[F:30]. The catalyst is O1CCOCC1.C(=O)(O)[O-].C1C=CC(P(C2C=CC=CC=2)[C-]2C=CC=C2)=CC=1.C1C=CC(P(C2C=CC=CC=2)[C-]2C=CC=C2)=CC=1.Cl[Pd]Cl.[Fe+2]. The product is [F:30][C:24]1[CH:25]=[C:26]([F:29])[CH:27]=[CH:28][C:23]=1[O:22][C:21]1[CH:31]=[CH:32][C:33]([S:35]([CH3:38])(=[O:37])=[O:36])=[CH:34][C:20]=1[C:6]1[CH:7]=[C:2]([F:1])[C:3](=[O:18])[N:4]([CH3:17])[CH:5]=1. The yield is 0.460. (2) The reactants are [C:1]([C:4]1[CH:13]=[CH:12][C:7]2[NH:8][C:9](=[O:11])[O:10][C:6]=2[CH:5]=1)(=[O:3])[CH3:2].[H-].[Na+].Cl[C:17]([O:19][CH2:20][CH:21]=[CH2:22])=[O:18].S([O-])(O)(=O)=O.[K+]. The catalyst is CN(C=O)C.C1COCC1. The product is [C:1]([C:4]1[CH:13]=[CH:12][C:7]2[N:8]([C:17]([O:19][CH2:20][CH:21]=[CH2:22])=[O:18])[C:9](=[O:11])[O:10][C:6]=2[CH:5]=1)(=[O:3])[CH3:2]. The yield is 0.840. (3) The reactants are [Si:1]([O:8][CH2:9][C@H:10]1[O:14][C:13](=[O:15])[CH:12]=[CH:11]1)([C:4]([CH3:7])([CH3:6])[CH3:5])([CH3:3])[CH3:2].C(C1C=CC=CC=1)(=O)C1C=CC=CC=1.[C:30]([O:33][CH2:34][CH3:35])(=[O:32])C.C(Cl)(Cl)Cl. The catalyst is O1CCOC1. The product is [Si:1]([O:8][CH2:9][C@H:10]1[O:14][C:13](=[O:15])[CH2:12][C@@H:11]1[CH:30]1[O:33][CH2:34][CH2:35][O:32]1)([C:4]([CH3:7])([CH3:6])[CH3:5])([CH3:3])[CH3:2]. The yield is 0.940. (4) The reactants are [Si:1]([O:8][C@@H:9]([CH2:15][Cl:16])[CH2:10][C:11](OC)=[O:12])([C:4]([CH3:7])([CH3:6])[CH3:5])([CH3:3])[CH3:2].CC(C[AlH]CC(C)C)C.CO. The catalyst is C(Cl)Cl. The product is [Si:1]([O:8][C@@H:9]([CH2:15][Cl:16])[CH2:10][CH:11]=[O:12])([C:4]([CH3:7])([CH3:6])[CH3:5])([CH3:3])[CH3:2]. The yield is 0.600. (5) The reactants are [NH2:1][CH2:2][CH:3]([OH:6])[CH2:4][NH2:5].[O-]S([O-])(=O)=O.[Na+].[Na+].[CH:14](=O)[C:15]1[CH:20]=[CH:19][CH:18]=[CH:17][CH:16]=1.[BH4-].[Na+]. The catalyst is C(Cl)Cl.O. The product is [CH2:14]([NH:1][CH2:2][CH:3]([OH:6])[CH2:4][NH:5][CH2:14][C:15]1[CH:20]=[CH:19][CH:18]=[CH:17][CH:16]=1)[C:15]1[CH:20]=[CH:19][CH:18]=[CH:17][CH:16]=1. The yield is 0.620.